This data is from Reaction yield outcomes from USPTO patents with 853,638 reactions. The task is: Predict the reaction yield, written as a fraction of the theoretical maximum amount of product (1.0 means a 100% yield; for example, 0.34 means a 34% yield). (1) The reactants are [CH3:1][C:2]1[C:6]([CH2:7][N:8]2[CH:12]=[C:11]([N:13]3[C:17](=[O:18])[CH2:16][NH:15][C:14]3=[O:19])[CH:10]=[N:9]2)=[C:5]([CH3:20])[O:4][N:3]=1.Br[CH2:22][C:23]1[CH:28]=[CH:27][CH:26]=[C:25]([CH3:29])[CH:24]=1. No catalyst specified. The product is [CH3:1][C:2]1[C:6]([CH2:7][N:8]2[CH:12]=[C:11]([N:13]3[C:17](=[O:18])[CH2:16][N:15]([CH2:22][C:23]4[CH:28]=[CH:27][CH:26]=[C:25]([CH3:29])[CH:24]=4)[C:14]3=[O:19])[CH:10]=[N:9]2)=[C:5]([CH3:20])[O:4][N:3]=1. The yield is 0.250. (2) The reactants are [NH2:1][C:2]1([C:11]([OH:13])=[O:12])[CH2:10][C:9]2[C:4](=[CH:5][CH:6]=[CH:7][CH:8]=2)[CH2:3]1.[OH-].[Na+].Cl[C:17]([O:19][CH3:20])=[O:18]. The catalyst is C(Cl)Cl.Cl. The product is [CH3:20][O:19][C:17]([NH:1][C:2]1([C:11]([OH:13])=[O:12])[CH2:3][C:4]2[C:9](=[CH:8][CH:7]=[CH:6][CH:5]=2)[CH2:10]1)=[O:18]. The yield is 0.920.